This data is from Forward reaction prediction with 1.9M reactions from USPTO patents (1976-2016). The task is: Predict the product of the given reaction. (1) Given the reactants C([O:3][C:4]1[CH:16]=[CH:15][C:7]2[N:8]=[C:9]([S:11]([NH2:14])(=[O:13])=[O:12])[S:10][C:6]=2[CH:5]=1)C.[Al+3].[Cl-].[Cl-].[Cl-], predict the reaction product. The product is: [OH:3][C:4]1[CH:16]=[CH:15][C:7]2[N:8]=[C:9]([S:11]([NH2:14])(=[O:13])=[O:12])[S:10][C:6]=2[CH:5]=1. (2) Given the reactants C(OC(=O)[NH:7][C:8]1[CH:13]=[CH:12][CH:11]=[C:10]([CH:14]2[CH2:19][CH2:18][NH:17][CH2:16][CH2:15]2)[CH:9]=1)(C)(C)C.[CH3:21][N:22]1[CH2:27][CH2:26][N:25]([CH2:28][C:29](O)=[O:30])[CH2:24][CH2:23]1.C1C=CC2N(O)N=NC=2C=1.CCN(C(C)C)C(C)C, predict the reaction product. The product is: [NH2:7][C:8]1[CH:9]=[C:10]([CH:14]2[CH2:15][CH2:16][N:17]([C:29](=[O:30])[CH2:28][N:25]3[CH2:26][CH2:27][N:22]([CH3:21])[CH2:23][CH2:24]3)[CH2:18][CH2:19]2)[CH:11]=[CH:12][CH:13]=1. (3) Given the reactants Br[C:2]1[N:7]=[CH:6][N:5]=[C:4]([NH2:8])[C:3]=1[C:9]1[CH:14]=[CH:13][CH:12]=[CH:11][CH:10]=1.[CH:15]([C:17]1[CH:22]=[CH:21][C:20](B(O)O)=[CH:19][CH:18]=1)=[O:16].C([O-])([O-])=O.[Cs+].[Cs+], predict the reaction product. The product is: [NH2:8][C:4]1[N:5]=[CH:6][N:7]=[C:2]([C:20]2[CH:21]=[CH:22][C:17]([CH:15]=[O:16])=[CH:18][CH:19]=2)[C:3]=1[C:9]1[CH:14]=[CH:13][CH:12]=[CH:11][CH:10]=1.